Dataset: Full USPTO retrosynthesis dataset with 1.9M reactions from patents (1976-2016). Task: Predict the reactants needed to synthesize the given product. (1) Given the product [NH2:11][C:7]1[C:6]([CH3:14])=[CH:5][C:4]([C:3]([NH:2][CH3:1])=[O:15])=[CH:9][C:8]=1[CH3:10], predict the reactants needed to synthesize it. The reactants are: [CH3:1][NH:2][C:3](=[O:15])[C:4]1[CH:9]=[C:8]([CH3:10])[C:7]([N+:11]([O-])=O)=[C:6]([CH3:14])[CH:5]=1.[H][H]. (2) Given the product [CH3:49][O:48][C:41]1[CH:42]=[C:43]([O:46][CH3:47])[CH:44]=[CH:45][C:40]=1[C@@H:10]1[O:11][C@H:12]([CH2:31][OH:32])[C@@H:13]([OH:23])[C@H:14]([OH:15])[C@H:9]1[OH:8], predict the reactants needed to synthesize it. The reactants are: C([O:8][C@@H:9]1[C@@H:14]([O:15]CC2C=CC=CC=2)[C@H:13]([O:23]CC2C=CC=CC=2)[C@@H:12]([CH2:31][O:32]CC2C=CC=CC=2)[O:11][C@H:10]1[C:40]1[CH:45]=[CH:44][C:43]([O:46][CH3:47])=[CH:42][C:41]=1[O:48][CH3:49])C1C=CC=CC=1. (3) Given the product [Cl:1][C:2]1[CH:3]=[C:4]([C:5]([NH:27][C:28]2[S:29][CH:30]=[CH:31][N:32]=2)=[O:6])[CH:8]=[CH:9][C:10]=1[C:11]([NH:12][C:13]1[CH:18]=[CH:17][C:16]([Cl:19])=[C:15]([C:20]2[CH:25]=[CH:24][CH:23]=[CH:22][N:21]=2)[CH:14]=1)=[O:26], predict the reactants needed to synthesize it. The reactants are: [Cl:1][C:2]1[CH:3]=[C:4]([CH:8]=[CH:9][C:10]=1[C:11](=[O:26])[NH:12][C:13]1[CH:18]=[CH:17][C:16]([Cl:19])=[C:15]([C:20]2[CH:25]=[CH:24][CH:23]=[CH:22][N:21]=2)[CH:14]=1)[C:5](O)=[O:6].[NH2:27][C:28]1[S:29][CH:30]=[CH:31][N:32]=1. (4) Given the product [Br:14][C:15]1[CH:20]=[CH:19][C:18]([C:21]([OH:26])([CH3:1])[C:22]([F:24])([F:25])[F:23])=[CH:17][CH:16]=1, predict the reactants needed to synthesize it. The reactants are: [CH3:1]CCCCCC.ClCCl.C[Zn]C.[Br:14][C:15]1[CH:20]=[CH:19][C:18]([C:21](=[O:26])[C:22]([F:25])([F:24])[F:23])=[CH:17][CH:16]=1. (5) Given the product [O-2:1].[Al+3:2].[O-2:1].[O-2:1].[Al+3:2].[N+:13]([O-:4])([O-:3])=[O:1].[Al+3:2].[N+:13]([O-:4])([O-:3])=[O:1].[N+:13]([O-:4])([O-:3])=[O:1], predict the reactants needed to synthesize it. The reactants are: [O-2:1].[Al+3:2].[O-2:3].[O-2:4].[Al+3].C1C(Cl)=CC2[NH:13]C(SC=2C=1)=S.